Predict the product of the given reaction. From a dataset of Forward reaction prediction with 1.9M reactions from USPTO patents (1976-2016). (1) Given the reactants [CH2:1]([O:4][P:5]([O:11][CH2:12][C:13]1[CH:30]=[CH:29][C:28]([CH3:31])=[CH:27][C:14]=1[C:15]([O:17]CC1C=CC(OC)=CC=1)=[O:16])([O:7][CH2:8][CH:9]=[CH2:10])=[O:6])[CH:2]=[CH2:3].FC(F)(F)C(O)=O, predict the reaction product. The product is: [CH2:8]([O:7][P:5]([O:11][CH2:12][C:13]1[CH:30]=[CH:29][C:28]([CH3:31])=[CH:27][C:14]=1[C:15]([OH:17])=[O:16])([O:4][CH2:1][CH:2]=[CH2:3])=[O:6])[CH:9]=[CH2:10]. (2) Given the reactants [C:1]([O:5][C:6](=[O:26])[N:7]([CH3:25])[C@H:8]([C:10](=[O:24])[NH:11][C@@H:12]1[C:18](=[O:19])[NH:17][C:16]2[CH:20]=[CH:21][CH:22]=[CH:23][C:15]=2[CH2:14][CH2:13]1)[CH3:9])([CH3:4])([CH3:3])[CH3:2].[Br:27][C:28]1[CH:38]=[CH:37][C:31]2[S:32][CH:33]=[C:34]([CH2:35]Cl)[C:30]=2[CH:29]=1, predict the reaction product. The product is: [C:1]([O:5][C:6](=[O:26])[N:7]([C@H:8]([C:10](=[O:24])[NH:11][C@@H:12]1[C:18](=[O:19])[N:17]([CH2:35][C:34]2[C:30]3[CH:29]=[C:28]([Br:27])[CH:38]=[CH:37][C:31]=3[S:32][CH:33]=2)[C:16]2[CH:20]=[CH:21][CH:22]=[CH:23][C:15]=2[CH2:14][CH2:13]1)[CH3:9])[CH3:25])([CH3:4])([CH3:2])[CH3:3]. (3) Given the reactants [Cl:1][C:2]1[C:3]([N:8]2[C:12](O)([C:13]([O:15][CH3:16])=[O:14])[CH2:11][C:10]([CH2:18][OH:19])=[N:9]2)=[N:4][CH:5]=[CH:6][CH:7]=1.C(N(CC)CC)C.[S:27](Cl)([CH3:30])(=[O:29])=[O:28], predict the reaction product. The product is: [Cl:1][C:2]1[C:3]([N:8]2[C:12]([C:13]([O:15][CH3:16])=[O:14])=[CH:11][C:10]([CH2:18][O:19][S:27]([CH3:30])(=[O:29])=[O:28])=[N:9]2)=[N:4][CH:5]=[CH:6][CH:7]=1. (4) Given the reactants [Li+].CC([N-]C(C)C)C.[SnH:9]([CH2:18][CH2:19][CH2:20][CH3:21])([CH2:14][CH2:15][CH2:16][CH3:17])[CH2:10][CH2:11][CH2:12][CH3:13].[Cl:22][C:23]1[N:28]=[C:27]([Cl:29])[CH:26]=[CH:25][N:24]=1, predict the reaction product. The product is: [Cl:29][C:27]1[CH:26]=[CH:25][N:24]=[C:23]([Sn:9]([CH2:14][CH2:15][CH2:16][CH3:17])([CH2:18][CH2:19][CH2:20][CH3:21])[CH2:10][CH2:11][CH2:12][CH3:13])[N:28]=1.[Cl:22][C:23]1[N:28]=[C:27]([Sn:9]([CH2:14][CH2:15][CH2:16][CH3:17])([CH2:18][CH2:19][CH2:20][CH3:21])[CH2:10][CH2:11][CH2:12][CH3:13])[CH:26]=[CH:25][N:24]=1. (5) Given the reactants Cl.[NH2:2][C:3]1[C:12]2[C:7](=[CH:8][CH:9]=[CH:10][CH:11]=2)[C:6]([OH:13])=[CH:5][CH:4]=1.C1CCN2C(=NCCC2)CC1.[Cl:25][C:26]1[CH:31]=[C:30](Cl)[N:29]=[CH:28][N:27]=1, predict the reaction product. The product is: [Cl:25][C:26]1[N:27]=[CH:28][N:29]=[C:30]([O:13][C:6]2[C:7]3[C:12](=[CH:11][CH:10]=[CH:9][CH:8]=3)[C:3]([NH2:2])=[CH:4][CH:5]=2)[CH:31]=1.